This data is from Forward reaction prediction with 1.9M reactions from USPTO patents (1976-2016). The task is: Predict the product of the given reaction. (1) Given the reactants [Cl:1][C:2]1[C:3]([C:33]([C:36]#[N:37])([CH3:35])[CH3:34])=[CH:4][C:5]([O:30][CH2:31][CH3:32])=[C:6]([C:8]2[N:9]([C:27](Cl)=[O:28])[C@H:10]([C:20]3[CH:25]=[CH:24][C:23]([Cl:26])=[CH:22][CH:21]=3)[C@H:11]([C:13]3[CH:18]=[CH:17][C:16]([Cl:19])=[CH:15][CH:14]=3)[N:12]=2)[CH:7]=1.Cl.Cl.[CH3:40][S:41]([CH2:44][CH2:45][N:46]1[CH2:51][CH2:50][NH:49][CH2:48][CH2:47]1)(=[O:43])=[O:42], predict the reaction product. The product is: [Cl:19][C:16]1[CH:15]=[CH:14][C:13]([C@H:11]2[C@@H:10]([C:20]3[CH:25]=[CH:24][C:23]([Cl:26])=[CH:22][CH:21]=3)[N:9]([C:27]([N:49]3[CH2:48][CH2:47][N:46]([CH2:45][CH2:44][S:41]([CH3:40])(=[O:42])=[O:43])[CH2:51][CH2:50]3)=[O:28])[C:8]([C:6]3[C:5]([O:30][CH2:31][CH3:32])=[CH:4][C:3]([C:33]([CH3:34])([CH3:35])[C:36]#[N:37])=[C:2]([Cl:1])[CH:7]=3)=[N:12]2)=[CH:18][CH:17]=1. (2) Given the reactants [CH2:1]([OH:8])[CH:2]=[CH:3][CH2:4][CH2:5][CH2:6][CH3:7].[CH2:9]([OH:13])[CH2:10][CH2:11][CH3:12].[Na:14], predict the reaction product. The product is: [Na:14].[CH2:1]([OH:8])[CH:2]=[CH:3][CH2:4][CH2:5][CH2:6][CH3:7].[Na:14].[CH2:9]([OH:13])[CH2:10][CH2:11][CH3:12]. (3) Given the reactants [S:1]1[C:5]2[CH:6]=[C:7]([NH:10][S:11]([C:14]3[C:15](Cl)=[N:16][CH:17]=[CH:18][CH:19]=3)(=[O:13])=[O:12])[CH:8]=[CH:9][C:4]=2[N:3]=[CH:2]1.FC1C=C(OC)C=C(F)C=1CN.ClC(Cl)(OC(=O)OC(Cl)(Cl)Cl)Cl.[F:45][C:46]1[CH:75]=[C:74]([O:76][CH3:77])[CH:73]=[C:72]([F:78])[C:47]=1[CH2:48][N:49]1C2N=CC=CC=2S(=O)(=O)N(C2C=CC(OC)=C(OC)C=2)[C:50]1=[O:71].FC1C=CC2N(C(C3C=CC=CC=3F)C)C(=O)N(C3C=CC=C(SC)C=3)S(=O)(=O)C=2C=1, predict the reaction product. The product is: [S:1]1[C:5]2[CH:6]=[C:7]([N:10]3[C:50](=[O:71])[N:49]([CH2:48][C:47]4[C:72]([F:78])=[CH:73][C:74]([O:76][CH3:77])=[CH:75][C:46]=4[F:45])[C:15]4[N:16]=[CH:17][CH:18]=[CH:19][C:14]=4[S:11]3(=[O:13])=[O:12])[CH:8]=[CH:9][C:4]=2[N:3]=[CH:2]1.